Dataset: Peptide-MHC class I binding affinity with 185,985 pairs from IEDB/IMGT. Task: Regression. Given a peptide amino acid sequence and an MHC pseudo amino acid sequence, predict their binding affinity value. This is MHC class I binding data. (1) The peptide sequence is KYFDDVTAF. The MHC is HLA-B15:17 with pseudo-sequence HLA-B15:17. The binding affinity (normalized) is 0.226. (2) The peptide sequence is EARIVDKFGK. The MHC is HLA-A03:01 with pseudo-sequence HLA-A03:01. The binding affinity (normalized) is 0.173. (3) The peptide sequence is MPEWVNFKF. The MHC is HLA-B07:02 with pseudo-sequence HLA-B07:02. The binding affinity (normalized) is 0.288. (4) The peptide sequence is RPMSASRPA. The MHC is HLA-B07:02 with pseudo-sequence HLA-B07:02. The binding affinity (normalized) is 0.810. (5) The peptide sequence is RFFKHFMSL. The MHC is HLA-A03:19 with pseudo-sequence HLA-A03:19. The binding affinity (normalized) is 0.644.